Task: Predict the reactants needed to synthesize the given product.. Dataset: Full USPTO retrosynthesis dataset with 1.9M reactions from patents (1976-2016) (1) Given the product [CH3:11][C:12]1[O:13][CH2:14][C:15]([CH:33]=[O:34])([CH2:17][CH2:18][C:19]2[CH:24]=[CH:23][C:22]([CH2:25][CH2:26][CH2:27][CH2:28][CH2:29][CH2:30][CH2:31][CH3:32])=[CH:21][CH:20]=2)[N:16]=1, predict the reactants needed to synthesize it. The reactants are: C(Cl)(=O)C(Cl)=O.CS(C)=O.[CH3:11][C:12]1[O:13][CH2:14][C:15]([CH2:33][OH:34])([CH2:17][CH2:18][C:19]2[CH:24]=[CH:23][C:22]([CH2:25][CH2:26][CH2:27][CH2:28][CH2:29][CH2:30][CH2:31][CH3:32])=[CH:21][CH:20]=2)[N:16]=1. (2) Given the product [CH3:11][C@@H:12]1[CH2:17][N:16]([C:2]2[CH:7]=[N:6][C:5]([N+:8]([O-:10])=[O:9])=[CH:4][CH:3]=2)[CH2:15][CH2:14][N:13]1[C:18]([O:20][C:21]([CH3:22])([CH3:24])[CH3:23])=[O:19], predict the reactants needed to synthesize it. The reactants are: Br[C:2]1[CH:3]=[CH:4][C:5]([N+:8]([O-:10])=[O:9])=[N:6][CH:7]=1.[CH3:11][C@@H:12]1[CH2:17][NH:16][CH2:15][CH2:14][N:13]1[C:18]([O:20][C:21]([CH3:24])([CH3:23])[CH3:22])=[O:19].C(=O)([O-])[O-].[K+].[K+]. (3) Given the product [Cl:1][C:2]1[N:7]=[C:6]([NH:8][C@H:9]2[CH2:14][CH2:13][CH2:12][C:11](=[CH:24][C:25]([O:27][CH2:28][CH3:29])=[O:26])[CH2:10]2)[C:5]([F:16])=[CH:4][N:3]=1, predict the reactants needed to synthesize it. The reactants are: [Cl:1][C:2]1[N:7]=[C:6]([NH:8][C@H:9]2[CH2:14][CH2:13][CH2:12][C:11](=O)[CH2:10]2)[C:5]([F:16])=[CH:4][N:3]=1.C1(P(C2C=CC=CC=2)(C2C=CC=CC=2)=[CH:24][C:25]([O:27][CH2:28][CH3:29])=[O:26])C=CC=CC=1. (4) Given the product [C:1]([O:4][C@H:5]1[CH2:10][CH2:9][C@:8]([CH3:11])([C@H:12]2[CH2:20][CH2:19][C@@:18]3([CH3:21])[C@@H:14]([CH2:15][CH2:16][C:17]3=[CH2:22])[C@@H:13]2[CH2:23][O:24][S:35]([CH3:34])(=[O:37])=[O:36])[C@@H:7]([CH2:25][O:26][Si:27]([C:30]([CH3:33])([CH3:32])[CH3:31])([CH3:28])[CH3:29])[CH2:6]1)(=[O:3])[CH3:2], predict the reactants needed to synthesize it. The reactants are: [C:1]([O:4][C@H:5]1[CH2:10][CH2:9][C@@:8]([C@H:12]2[CH2:20][CH2:19][C@@:18]3([CH3:21])[C@@H:14]([CH2:15][CH2:16][C:17]3=[CH2:22])[C@@H:13]2[CH2:23][OH:24])([CH3:11])[C@@H:7]([CH2:25][O:26][Si:27]([C:30]([CH3:33])([CH3:32])[CH3:31])([CH3:29])[CH3:28])[CH2:6]1)(=[O:3])[CH3:2].[CH3:34][S:35](Cl)(=[O:37])=[O:36].C([O-])(O)=O.[Na+]. (5) Given the product [CH2:7]([O:14][C:15](=[O:26])[C:16]1[CH:21]=[CH:20][C:19]([O:22][C:23](=[O:24])[NH:38][N:29]2[CH2:30][CH2:31][C:32]3[C:37](=[CH:36][CH:35]=[CH:34][CH:33]=3)[CH2:28]2)=[CH:18][CH:17]=1)[C:8]1[CH:13]=[CH:12][CH:11]=[CH:10][CH:9]=1, predict the reactants needed to synthesize it. The reactants are: N1C=CC=CC=1.[CH2:7]([O:14][C:15](=[O:26])[C:16]1[CH:21]=[CH:20][C:19]([O:22][C:23](Cl)=[O:24])=[CH:18][CH:17]=1)[C:8]1[CH:13]=[CH:12][CH:11]=[CH:10][CH:9]=1.Cl.[CH2:28]1[C:37]2[C:32](=[CH:33][CH:34]=[CH:35][CH:36]=2)[CH2:31][CH2:30][N:29]1[NH2:38]. (6) Given the product [Cl:10][C:9]1[C:5]([CH2:4][CH2:1][OH:2])=[C:6]([CH2:12][CH2:13][OH:14])[S:7][C:8]=1[Cl:11], predict the reactants needed to synthesize it. The reactants are: [C:1]([CH2:4][C:5]1[C:9]([Cl:10])=[C:8]([Cl:11])[S:7][C:6]=1[CH2:12][C:13](O)=[O:14])(O)=[O:2].B.C1COCC1. (7) Given the product [C:1]([O:5][C:6]([N:8]1[CH2:9][CH2:10][CH:11]([C:14](=[O:16])[N:20]([O:19][CH3:18])[CH3:21])[CH2:12][CH2:13]1)=[O:7])([CH3:2])([CH3:3])[CH3:4], predict the reactants needed to synthesize it. The reactants are: [C:1]([O:5][C:6]([N:8]1[CH2:13][CH2:12][CH:11]([C:14]([OH:16])=O)[CH2:10][CH2:9]1)=[O:7])([CH3:4])([CH3:3])[CH3:2].Cl.[CH3:18][O:19][NH:20][CH3:21].O.N1(O)C2C=CC=CC=2N=N1.C(N(CC)CC)C.CCN=C=NCCCN(C)C.Cl. (8) Given the product [F:26][C:27]1[C:32]([C:2]2[CH:3]=[CH:4][C:5]3[O:11][CH2:10][CH2:9][N:8]4[CH:12]=[C:13]([C:15]5[N:19]([CH2:20][C:21]([F:22])([F:23])[F:24])[N:18]=[CH:17][N:16]=5)[N:14]=[C:7]4[C:6]=3[CH:25]=2)=[CH:31][CH:30]=[CH:29][N:28]=1, predict the reactants needed to synthesize it. The reactants are: Br[C:2]1[CH:3]=[CH:4][C:5]2[O:11][CH2:10][CH2:9][N:8]3[CH:12]=[C:13]([C:15]4[N:19]([CH2:20][C:21]([F:24])([F:23])[F:22])[N:18]=[CH:17][N:16]=4)[N:14]=[C:7]3[C:6]=2[CH:25]=1.[F:26][C:27]1[C:32](B(O)O)=[CH:31][CH:30]=[CH:29][N:28]=1. (9) Given the product [CH2:1]([NH:3][C:4]([NH:6][C:7]1[CH:8]=[CH:9][C:10]([C:13]2[N:14]=[C:15]([N:23]3[CH2:28][CH2:27][O:26][CH2:25][CH2:24]3)[C:16]3[CH2:22][CH2:21][N:20]([C:49]([C:48]4[O:44][CH:45]=[N:46][CH:47]=4)=[O:50])[CH2:19][C:17]=3[N:18]=2)=[CH:11][CH:12]=1)=[O:5])[CH3:2], predict the reactants needed to synthesize it. The reactants are: [CH2:1]([NH:3][C:4]([NH:6][C:7]1[CH:12]=[CH:11][C:10]([C:13]2[N:14]=[C:15]([N:23]3[CH2:28][CH2:27][O:26][CH2:25][C@@H:24]3C)[C:16]3[CH2:22][CH2:21][NH:20][CH2:19][C:17]=3[N:18]=2)=[CH:9][CH:8]=1)=[O:5])[CH3:2].C(N(CC)C(C)C)(C)C.CN(C)C=O.[O:44]1[C:48]([C:49](O)=[O:50])=[CH:47][N:46]=[CH:45]1.Cl.CN(C)CCCN=C=NCC.